Dataset: Forward reaction prediction with 1.9M reactions from USPTO patents (1976-2016). Task: Predict the product of the given reaction. (1) Given the reactants [F:1][C:2]1[CH:7]=[CH:6][CH:5]=[CH:4][C:3]=1[C:8]1[N:16]=[C:11]2[CH:12]=[N:13][NH:14][CH:15]=[C:10]2[N:9]=1.Cl[CH2:18][C:19]1[O:23][N:22]=[C:21]([C:24]2[CH:29]=[CH:28][C:27]([C:30]([F:33])([F:32])[F:31])=[CH:26][CH:25]=2)[CH:20]=1, predict the reaction product. The product is: [F:1][C:2]1[CH:7]=[CH:6][CH:5]=[CH:4][C:3]=1[C:8]1[N:16]=[C:11]2[CH:12]=[N:13][N:14]([CH2:18][C:19]3[O:23][N:22]=[C:21]([C:24]4[CH:25]=[CH:26][C:27]([C:30]([F:33])([F:31])[F:32])=[CH:28][CH:29]=4)[CH:20]=3)[CH:15]=[C:10]2[N:9]=1. (2) The product is: [C:34]([N:2]1[CH2:7][CH2:6][CH2:5][C@@H:4]([NH:8][C:9]([C:11]2[C:15]3[N:16]=[CH:17][N:18]=[C:19]([C:20]4[CH:25]=[C:24]([F:26])[C:23]([O:27][CH3:28])=[CH:22][C:21]=4[O:29][CH2:30][CH:31]4[CH2:32][CH2:33]4)[C:14]=3[NH:13][CH:12]=2)=[O:10])[CH2:3]1)(=[O:37])[CH2:35][CH3:36]. Given the reactants Cl.[NH:2]1[CH2:7][CH2:6][CH2:5][C@@H:4]([NH:8][C:9]([C:11]2[C:15]3[N:16]=[CH:17][N:18]=[C:19]([C:20]4[CH:25]=[C:24]([F:26])[C:23]([O:27][CH3:28])=[CH:22][C:21]=4[O:29][CH2:30][CH:31]4[CH2:33][CH2:32]4)[C:14]=3[NH:13][CH:12]=2)=[O:10])[CH2:3]1.[C:34](Cl)(=[O:37])[CH2:35][CH3:36], predict the reaction product. (3) Given the reactants [OH:1][C@@H:2]1[CH2:7][CH2:6][CH2:5][C@@H:4]([NH:8][C:9]2[C:14]([C:15]#[N:16])=[CH:13][N:12]=[C:11](SC)[N:10]=2)[C:3]1([CH3:20])[CH3:19].Cl.[NH2:22][CH2:23][CH2:24][CH:25]1[C:33]2[C:28](=[CH:29][C:30]([F:34])=[CH:31][CH:32]=2)[NH:27][C:26]1=[O:35].CCN(C(C)C)C(C)C, predict the reaction product. The product is: [F:34][C:30]1[CH:29]=[C:28]2[C:33]([CH:25]([CH2:24][CH2:23][NH:22][C:11]3[N:10]=[C:9]([NH:8][C@@H:4]4[CH2:5][CH2:6][CH2:7][C@@H:2]([OH:1])[C:3]4([CH3:20])[CH3:19])[C:14]([C:15]#[N:16])=[CH:13][N:12]=3)[C:26](=[O:35])[NH:27]2)=[CH:32][CH:31]=1. (4) Given the reactants Cl[CH2:2][CH2:3][CH2:4][C:5]([C:7]1[CH:12]=[CH:11][CH:10]=[CH:9][CH:8]=1)=[O:6].[C:13]([NH:21][CH:22]1[CH2:27][CH2:26][NH:25][CH2:24][CH2:23]1)(=[O:20])[C:14]1[CH:19]=[CH:18][CH:17]=[CH:16][CH:15]=1.C([O-])([O-])=O.[K+].[K+].O, predict the reaction product. The product is: [C:5]([CH2:4][CH2:3][CH2:2][N:25]1[CH2:26][CH2:27][CH:22]([NH:21][C:13](=[O:20])[C:14]2[CH:19]=[CH:18][CH:17]=[CH:16][CH:15]=2)[CH2:23][CH2:24]1)(=[O:6])[C:7]1[CH:12]=[CH:11][CH:10]=[CH:9][CH:8]=1. (5) Given the reactants C[O:2][C:3](=[O:50])[C:4]1[CH:9]=[CH:8][CH:7]=[CH:6][C:5]=1[O:10][C:11]1[CH:16]=[CH:15][CH:14]=[C:13]([O:17][CH2:18][CH2:19][CH2:20][O:21][C:22]2[CH:27]=[C:26]([O:28]CC3C=CC=CC=3)[C:25](B3OC(C)(C)C(C)(C)O3)=[CH:24][C:23]=2[CH2:45][CH3:46])[C:12]=1[CH2:47][CH2:48][CH3:49].[CH3:51][C:52]1[C:56](I)=[C:55]([CH3:58])[O:54][N:53]=1.C(=O)([O-])[O-].[Cs+].[Cs+].I[Si](C)(C)C.S([O-])([O-])(=O)=S.[Na+:75].[Na+].[OH-].[Na+], predict the reaction product. The product is: [Na+:75].[CH3:51][C:52]1[C:56]([C:25]2[C:26]([OH:28])=[CH:27][C:22]([O:21][CH2:20][CH2:19][CH2:18][O:17][C:13]3[C:12]([CH2:47][CH2:48][CH3:49])=[C:11]([CH:16]=[CH:15][CH:14]=3)[O:10][C:5]3[CH:6]=[CH:7][CH:8]=[CH:9][C:4]=3[C:3]([O-:50])=[O:2])=[C:23]([CH2:45][CH3:46])[CH:24]=2)=[C:55]([CH3:58])[O:54][N:53]=1. (6) Given the reactants [Br:1][C:2]1[CH:7]=[CH:6][CH:5]=[CH:4][C:3]=1[CH:8](OC(N1C=CN=C1)=S)[C:9]([F:12])([F:11])[F:10].C([SnH](CCCC)CCCC)CCC, predict the reaction product. The product is: [Br:1][C:2]1[CH:7]=[CH:6][CH:5]=[CH:4][C:3]=1[CH2:8][C:9]([F:10])([F:11])[F:12].